Dataset: Peptide-MHC class I binding affinity with 185,985 pairs from IEDB/IMGT. Task: Regression. Given a peptide amino acid sequence and an MHC pseudo amino acid sequence, predict their binding affinity value. This is MHC class I binding data. (1) The MHC is HLA-A02:06 with pseudo-sequence HLA-A02:06. The peptide sequence is AIVLEFFMMV. The binding affinity (normalized) is 0.809. (2) The peptide sequence is SLFNTVATV. The MHC is HLA-A68:02 with pseudo-sequence HLA-A68:02. The binding affinity (normalized) is 0.309. (3) The peptide sequence is RLAKLTEAI. The MHC is HLA-A25:01 with pseudo-sequence HLA-A25:01. The binding affinity (normalized) is 0.0847. (4) The peptide sequence is GGGDPEVTF. The MHC is Mamu-B3901 with pseudo-sequence Mamu-B3901. The binding affinity (normalized) is 0.121. (5) The peptide sequence is EPADHLAIM. The MHC is HLA-B08:01 with pseudo-sequence HLA-B08:01. The binding affinity (normalized) is 0.0847. (6) The peptide sequence is QNPRMFLAM. The MHC is Mamu-A01 with pseudo-sequence Mamu-A01. The binding affinity (normalized) is 0.246. (7) The peptide sequence is YGSWFGLIY. The MHC is HLA-B15:01 with pseudo-sequence HLA-B15:01. The binding affinity (normalized) is 0.520. (8) The peptide sequence is TEMYIMYAM. The MHC is HLA-B51:01 with pseudo-sequence HLA-B51:01. The binding affinity (normalized) is 0.213. (9) The peptide sequence is MLKLFTHDIM. The MHC is HLA-A02:03 with pseudo-sequence HLA-A02:03. The binding affinity (normalized) is 0.581. (10) The binding affinity (normalized) is 0.299. The peptide sequence is HHIWQNLL. The MHC is HLA-A02:06 with pseudo-sequence HLA-A02:06.